From a dataset of Full USPTO retrosynthesis dataset with 1.9M reactions from patents (1976-2016). Predict the reactants needed to synthesize the given product. (1) Given the product [CH3:56][O:57][C:58](=[O:66])[C:59]1[CH:64]=[CH:63][C:62]([NH:65][C:28]([C@H:9]2[C@H:8]([C:4]3[CH:5]=[CH:6][CH:7]=[C:2]([Cl:1])[C:3]=3[F:31])[C@:12]([C:15]3[CH:20]=[CH:19][C:18]([Cl:21])=[CH:17][C:16]=3[F:22])([C:13]#[N:14])[C@H:11]([CH2:23][C:24]([CH3:27])([CH3:26])[CH3:25])[NH:10]2)=[O:29])=[CH:61][CH:60]=1, predict the reactants needed to synthesize it. The reactants are: [Cl:1][C:2]1[C:3]([F:31])=[C:4]([C@@H:8]2[C@:12]([C:15]3[CH:20]=[CH:19][C:18]([Cl:21])=[CH:17][C:16]=3[F:22])([C:13]#[N:14])[C@H:11]([CH2:23][C:24]([CH3:27])([CH3:26])[CH3:25])[NH:10][C@H:9]2[C:28](O)=[O:29])[CH:5]=[CH:6][CH:7]=1.CN(C(ON1N=NC2C=CC=NC1=2)=[N+](C)C)C.F[P-](F)(F)(F)(F)F.[CH3:56][O:57][C:58](=[O:66])[C:59]1[CH:64]=[CH:63][C:62]([NH2:65])=[CH:61][CH:60]=1.C(N(C(C)C)CC)(C)C. (2) Given the product [CH3:12][O:11][C:9]1[C:8]([O:13][CH3:14])=[CH:7][C:3]([C:4]([OH:6])=[O:5])=[C:2]([NH:1][CH2:21][C:18]2[CH:19]=[CH:20][N:15]=[CH:16][CH:17]=2)[CH:10]=1, predict the reactants needed to synthesize it. The reactants are: [NH2:1][C:2]1[CH:10]=[C:9]([O:11][CH3:12])[C:8]([O:13][CH3:14])=[CH:7][C:3]=1[C:4]([OH:6])=[O:5].[N:15]1[CH:20]=[CH:19][C:18]([CH:21]=O)=[CH:17][CH:16]=1. (3) Given the product [CH3:5][S:6]([C:9]1[CH:10]=[CH:11][C:12]([CH2:15][C:16]([O:18][CH2:19][CH3:20])=[O:17])=[CH:13][CH:14]=1)(=[O:7])=[O:8], predict the reactants needed to synthesize it. The reactants are: O=S(Cl)Cl.[CH3:5][S:6]([C:9]1[CH:14]=[CH:13][C:12]([CH2:15][C:16]([OH:18])=[O:17])=[CH:11][CH:10]=1)(=[O:8])=[O:7].[CH3:19][CH2:20]O. (4) Given the product [CH3:15][C:13]([C:16]1[CH:17]=[C:18]([NH:19][C:7](=[O:9])[C:6]2[CH:10]=[C:2]([CH3:1])[CH:3]=[CH:4][C:5]=2[OH:11])[CH:20]=[C:21]([C:23]([CH3:26])([CH3:25])[CH3:24])[CH:22]=1)([CH3:12])[CH3:14], predict the reactants needed to synthesize it. The reactants are: [CH3:1][C:2]1[CH:10]=[C:6]([C:7]([OH:9])=O)[C:5]([OH:11])=[CH:4][CH:3]=1.[CH3:12][C:13]([C:16]1[CH:17]=[C:18]([CH:20]=[C:21]([C:23]([CH3:26])([CH3:25])[CH3:24])[CH:22]=1)[NH2:19])([CH3:15])[CH3:14]. (5) Given the product [C:1]1([CH2:7][CH2:8][CH2:9][CH:10]=[O:11])[CH:6]=[CH:5][CH:4]=[CH:3][CH:2]=1, predict the reactants needed to synthesize it. The reactants are: [C:1]1([CH2:7][CH2:8][CH2:9][C:10](O)=[O:11])[CH:6]=[CH:5][CH:4]=[CH:3][CH:2]=1.Cl.CNOC.Cl.CN(C)CCCN=C=NCC.ON1C2C=CC=CC=2N=N1.CN1CCOCC1.[H-].[Al+3].[Li+].[H-].[H-].[H-].OS([O-])(=O)=O.[Na+]. (6) The reactants are: [CH3:1][C:2]1[CH2:3][CH2:4][C@@H:5]([C:7]([O:9][CH3:10])=[O:8])[N:6]=1. Given the product [CH3:1][C@@H:2]1[NH:6][C@H:5]([C:7]([O:9][CH3:10])=[O:8])[CH2:4][CH2:3]1, predict the reactants needed to synthesize it. (7) Given the product [CH2:35]([N:3]([CH2:1][CH3:2])[C:4]([NH:6][C:7]1[C:8]([C:18]2[NH:22][C:21]3[CH:23]=[C:24]([N:28]4[CH2:34][CH2:33][CH2:32][O:31][CH2:30][CH2:29]4)[C:25]([F:27])=[CH:26][C:20]=3[N:19]=2)=[N:9][NH:10][CH:11]=1)=[O:5])[CH3:36], predict the reactants needed to synthesize it. The reactants are: [CH2:1]([N:3]([CH2:35][CH3:36])[C:4]([NH:6][C:7]1[C:8]([C:18]2[NH:22][C:21]3[CH:23]=[C:24]([N:28]4[CH2:34][CH2:33][CH2:32][O:31][CH2:30][CH2:29]4)[C:25]([F:27])=[CH:26][C:20]=3[N:19]=2)=[N:9][N:10](C2CCCCO2)[CH:11]=1)=[O:5])[CH3:2].Cl.